The task is: Regression. Given a peptide amino acid sequence and an MHC pseudo amino acid sequence, predict their binding affinity value. This is MHC class II binding data.. This data is from Peptide-MHC class II binding affinity with 134,281 pairs from IEDB. (1) The peptide sequence is ERLAVMGDTAWDFSS. The MHC is HLA-DQA10601-DQB10402 with pseudo-sequence HLA-DQA10601-DQB10402. The binding affinity (normalized) is 0. (2) The MHC is HLA-DQA10102-DQB10602 with pseudo-sequence HLA-DQA10102-DQB10602. The peptide sequence is INEPTAAASAYGLDR. The binding affinity (normalized) is 0.621.